Dataset: Full USPTO retrosynthesis dataset with 1.9M reactions from patents (1976-2016). Task: Predict the reactants needed to synthesize the given product. (1) Given the product [O:1]1[C:5]2[CH:6]=[CH:7][CH:8]=[CH:9][C:4]=2[N:3]=[C:2]1[C:10]1[CH:11]=[CH:12][C:13]([CH2:24][Br:32])=[C:14]([C:16]2[CH:21]=[CH:20][CH:19]=[C:18]([C:22]#[N:23])[CH:17]=2)[CH:15]=1, predict the reactants needed to synthesize it. The reactants are: [O:1]1[C:5]2[CH:6]=[CH:7][CH:8]=[CH:9][C:4]=2[N:3]=[C:2]1[C:10]1[CH:11]=[CH:12][C:13]([CH3:24])=[C:14]([C:16]2[CH:21]=[CH:20][CH:19]=[C:18]([C:22]#[N:23])[CH:17]=2)[CH:15]=1.C1C(=O)N([Br:32])C(=O)C1.C(OOC(=O)C1C=CC=CC=1)(=O)C1C=CC=CC=1. (2) Given the product [CH3:1][N:2]1[CH2:12][CH2:11][C:5]2([S:9][CH2:8][C:7](=[O:10])[N:6]2[CH2:20][N:15]2[CH2:19][CH2:18][CH2:17][CH2:16]2)[CH2:4][CH2:3]1, predict the reactants needed to synthesize it. The reactants are: [CH3:1][N:2]1[CH2:12][CH2:11][C:5]2([S:9][CH2:8][C:7](=[O:10])[NH:6]2)[CH2:4][CH2:3]1.C=O.[NH:15]1[CH2:19][CH2:18][CH2:17][CH2:16]1.[C:20]1(C)C=CC=CC=1. (3) The reactants are: [NH2:1][C:2]1[CH:7]=[CH:6][C:5]([C:8]2[CH:9]=[CH:10][C:11]3[N:12]([N:14]=[C:15]([NH2:17])[N:16]=3)[N:13]=2)=[CH:4][CH:3]=1.CCN(C(C)C)C(C)C.[F:27][C:28]1[CH:33]=[CH:32][C:31]([CH2:34][C:35](O)=[O:36])=[CH:30][CH:29]=1.CN(C(ON1N=NC2C=CC=NC1=2)=[N+](C)C)C.F[P-](F)(F)(F)(F)F. Given the product [NH2:17][C:15]1[N:16]=[C:11]2[N:12]([N:13]=[C:8]([C:5]3[CH:4]=[CH:3][C:2]([NH:1][C:35](=[O:36])[CH2:34][C:31]4[CH:32]=[CH:33][C:28]([F:27])=[CH:29][CH:30]=4)=[CH:7][CH:6]=3)[CH:9]=[CH:10]2)[N:14]=1, predict the reactants needed to synthesize it. (4) The reactants are: [CH2:1]([O:3][C:4]([CH:6]1[CH2:9][C:8]([OH:19])([C:10]2[CH:15]=[CH:14][C:13]([CH:16]=[N:17][OH:18])=[CH:12][CH:11]=2)[CH2:7]1)=[O:5])[CH3:2].ClN1C(=O)CCC1=O.C(=O)([O-])O.[K+].[Cl:33][C:34]1[CH:39]=[C:38]([C:40]([C:42]([F:45])([F:44])[F:43])=[CH2:41])[CH:37]=[C:36]([Cl:46])[C:35]=1[Cl:47]. Given the product [CH2:1]([O:3][C:4]([CH:6]1[CH2:9][C:8]([OH:19])([C:10]2[CH:11]=[CH:12][C:13]([C:16]3[CH2:41][C:40]([C:38]4[CH:37]=[C:36]([Cl:46])[C:35]([Cl:47])=[C:34]([Cl:33])[CH:39]=4)([C:42]([F:45])([F:44])[F:43])[O:18][N:17]=3)=[CH:14][CH:15]=2)[CH2:7]1)=[O:5])[CH3:2], predict the reactants needed to synthesize it. (5) Given the product [Si:15]([O:1][CH2:2][CH:3]1[CH2:6][CH:5]([OH:7])[CH2:4]1)([C:28]([CH3:31])([CH3:30])[CH3:29])([C:22]1[CH:23]=[CH:24][CH:25]=[CH:26][CH:27]=1)[C:16]1[CH:21]=[CH:20][CH:19]=[CH:18][CH:17]=1, predict the reactants needed to synthesize it. The reactants are: [OH:1][CH2:2][CH:3]1[CH2:6][CH:5]([OH:7])[CH2:4]1.CCN(CC)CC.[Si:15](Cl)([C:28]([CH3:31])([CH3:30])[CH3:29])([C:22]1[CH:27]=[CH:26][CH:25]=[CH:24][CH:23]=1)[C:16]1[CH:21]=[CH:20][CH:19]=[CH:18][CH:17]=1. (6) Given the product [NH:33]1[C:34]2[C:30](=[C:29]([C:2]3[CH:3]=[C:4]([NH2:20])[C:5]4[CH:6]=[N:7][N:8]([S:11]([C:14]5[CH:19]=[CH:18][CH:17]=[CH:16][CH:15]=5)(=[O:13])=[O:12])[C:9]=4[CH:10]=3)[CH:37]=[CH:36][CH:35]=2)[CH:31]=[CH:32]1, predict the reactants needed to synthesize it. The reactants are: Br[C:2]1[CH:3]=[C:4]([NH2:20])[C:5]2[CH:6]=[N:7][N:8]([S:11]([C:14]3[CH:19]=[CH:18][CH:17]=[CH:16][CH:15]=3)(=[O:13])=[O:12])[C:9]=2[CH:10]=1.CC1(C)C(C)(C)OB([C:29]2[CH:37]=[CH:36][CH:35]=[C:34]3[C:30]=2[CH:31]=[CH:32][NH:33]3)O1.C(=O)([O-])[O-].[Na+].[Na+].